From a dataset of Reaction yield outcomes from USPTO patents with 853,638 reactions. Predict the reaction yield, written as a fraction of the theoretical maximum amount of product (1.0 means a 100% yield; for example, 0.34 means a 34% yield). (1) The reactants are I[C:2]1[CH:3]=[C:4]([N:8]2[C:16]3[C:11](=[CH:12][CH:13]=[CH:14][CH:15]=3)[C:10]([C:17]([O:19][CH3:20])=[O:18])=[N:9]2)[CH:5]=[CH:6][CH:7]=1.[O:21]1[CH:25]=[CH:24][N:23]=[C:22]1[C:26]([OH:30])([C:28]#[CH:29])[CH3:27]. No catalyst specified. The product is [OH:30][C:26]([C:22]1[O:21][CH:25]=[CH:24][N:23]=1)([CH3:27])[C:28]#[C:29][C:2]1[CH:3]=[C:4]([N:8]2[C:16]3[C:11](=[CH:12][CH:13]=[CH:14][CH:15]=3)[C:10]([C:17]([O:19][CH3:20])=[O:18])=[N:9]2)[CH:5]=[CH:6][CH:7]=1. The yield is 0.930. (2) The reactants are [OH:1][C:2]1[CH:3]=[C:4]([C:8](=[O:13])[CH2:9][CH2:10][CH2:11][CH3:12])[CH:5]=[CH:6][CH:7]=1.Cl.Cl[CH2:16][CH2:17][N:18]1[CH2:23][CH2:22][CH2:21][CH2:20][CH2:19]1. No catalyst specified. The product is [N:18]1([CH2:17][CH2:16][O:1][C:2]2[CH:3]=[C:4]([C:8](=[O:13])[CH2:9][CH2:10][CH2:11][CH3:12])[CH:5]=[CH:6][CH:7]=2)[CH2:23][CH2:22][CH2:21][CH2:20][CH2:19]1. The yield is 0.940.